Dataset: Reaction yield outcomes from USPTO patents with 853,638 reactions. Task: Predict the reaction yield, written as a fraction of the theoretical maximum amount of product (1.0 means a 100% yield; for example, 0.34 means a 34% yield). (1) The reactants are [NH2:1][C:2]1[C:7]([CH3:8])=[CH:6][C:5]([O:9][CH3:10])=[CH:4][C:3]=1[C:11](=O)[CH2:12]Cl.O1CCOCC1.[BH4-].[Na+].Cl. The catalyst is C(Cl)Cl.O. The product is [CH3:10][O:9][C:5]1[CH:4]=[C:3]2[C:2](=[C:7]([CH3:8])[CH:6]=1)[NH:1][CH:12]=[CH:11]2. The yield is 0.770. (2) The reactants are [NH:1]1[CH:5]=[CH:4][C:3]([C:6]2[CH:11]=[CH:10][CH:9]=[CH:8][C:7]=2[OH:12])=[N:2]1.C([O-])([O-])=O.[K+].[K+].Br[CH2:20][C:21]([O:23][CH2:24][CH3:25])=[O:22]. The catalyst is CC#N.O. The product is [NH:1]1[CH:5]=[CH:4][C:3]([C:6]2[CH:11]=[CH:10][CH:9]=[CH:8][C:7]=2[O:12][CH2:20][C:21]([O:23][CH2:24][CH3:25])=[O:22])=[N:2]1. The yield is 0.210. (3) The reactants are C(Cl)(=O)C(Cl)=O.[Cl:7][C:8]1[C:13]([C:14](O)=[O:15])=[CH:12][N:11]=[C:10]([Cl:17])[CH:9]=1.[NH4+:18].[OH-]. The catalyst is CN(C)C=O.O. The product is [Cl:7][C:8]1[C:13]([C:14]([NH2:18])=[O:15])=[CH:12][N:11]=[C:10]([Cl:17])[CH:9]=1. The yield is 0.950. (4) The reactants are [OH:1][CH:2]([C:4]1[CH:13]=[CH:12][C:7]([C:8]([O:10][CH3:11])=[O:9])=[CH:6][CH:5]=1)[CH3:3].[F:14][C:15]1[CH:16]=[C:17](O)[CH:18]=[CH:19][CH:20]=1.C1(P(C2C=CC=CC=2)C2C=CC=CC=2)C=CC=CC=1.N(C(OC(C)C)=O)=NC(OC(C)C)=O. The catalyst is O1CCCC1.O. The product is [F:14][C:15]1[CH:20]=[C:19]([CH:18]=[CH:17][CH:16]=1)[O:1][CH:2]([C:4]1[CH:13]=[CH:12][C:7]([C:8]([O:10][CH3:11])=[O:9])=[CH:6][CH:5]=1)[CH3:3]. The yield is 0.290. (5) The reactants are [O:1]1CCO[CH:2]1[C:6]1[S:7][C:8]([C:11]2[N:16]=[C:15]([NH:17][C:18]3[CH:23]=[C:22]([CH3:24])[CH:21]=[CH:20][N:19]=3)[CH:14]=[CH:13][CH:12]=2)=[CH:9][N:10]=1.Cl.C([O-])(O)=O.[Na+]. The catalyst is C1COCC1. The product is [CH3:24][C:22]1[CH:21]=[CH:20][N:19]=[C:18]([NH:17][C:15]2[N:16]=[C:11]([C:8]3[S:7][C:6]([CH:2]=[O:1])=[N:10][CH:9]=3)[CH:12]=[CH:13][CH:14]=2)[CH:23]=1. The yield is 0.940. (6) The reactants are [CH2:1]([CH:3]([O:6][C:7]1[CH:8]=[C:9]([CH:20]=[CH:21]C(O)=O)[CH:10]=[C:11]([O:14][CH:15]([CH2:18][CH3:19])[CH2:16][CH3:17])[C:12]=1[OH:13])[CH2:4][CH3:5])[CH3:2].NCCCC[C:30]1[C:31]([C:41]([CH3:44])([CH3:43])[CH3:42])=[C:32]([OH:40])[C:33]([C:36]([CH3:39])([CH3:38])[CH3:37])=[CH:34][CH:35]=1.F[P-](F)(F)(F)(F)F.N1(O[P+](N(C)C)(N(C)C)N(C)C)[C:56]2[CH:57]=[CH:58]C=C[C:55]=2[N:54]=N1.CN([CH:75]=[O:76])C. The catalyst is CCN(CC)CC.C(Cl)Cl. The product is [CH2:18]([CH:15]([O:14][C:11]1[CH:10]=[C:9]([C:20](=[CH2:21])[C:75]([NH:54][CH2:55][CH2:56][CH2:57][CH2:58][C:35]2[CH:30]=[C:31]([C:41]([CH3:42])([CH3:44])[CH3:43])[C:32]([OH:40])=[C:33]([C:36]([CH3:37])([CH3:39])[CH3:38])[CH:34]=2)=[O:76])[CH:8]=[C:7]([O:6][CH:3]([CH2:1][CH3:2])[CH2:4][CH3:5])[C:12]=1[OH:13])[CH2:16][CH3:17])[CH3:19]. The yield is 0.900. (7) The product is [Cl:1][C:2]1[CH:3]=[C:4]([CH:12]([CH2:16][CH:17]2[CH2:21][CH2:20][CH2:19][CH2:18]2)[C:13]([NH:35][C:31]2[N:32]=[CH:33][CH:34]=[CH:29][N:30]=2)=[O:15])[CH:5]=[CH:6][C:7]=1[S:8]([CH3:11])(=[O:9])=[O:10]. The yield is 0.760. The reactants are [Cl:1][C:2]1[CH:3]=[C:4]([CH:12]([CH2:16][CH:17]2[CH2:21][CH2:20][CH2:19][CH2:18]2)[C:13]([OH:15])=O)[CH:5]=[CH:6][C:7]=1[S:8]([CH3:11])(=[O:10])=[O:9].C(Cl)(=O)C(Cl)=O.N[C:29]1[CH:34]=[CH:33][N:32]=[CH:31][N:30]=1.[N:35]1C=CC=CC=1. The catalyst is C(Cl)Cl.CN(C)C=O.O1CCCC1.O. (8) The reactants are [CH3:1][C:2]1[C:3]([C:16]([C:18]2[CH:27]=[CH:26][C:21]([C:22](=[N:24][OH:25])[OH:23])=[CH:20][CH:19]=2)=[O:17])=[CH:4][C:5]2[C:6]([CH3:15])([CH3:14])[CH2:7][CH2:8][C:9]([CH3:13])([CH3:12])[C:10]=2[CH:11]=1.[H-].[Na+].[CH2:30](Br)[C:31]1[CH:36]=[CH:35][CH:34]=[CH:33][CH:32]=1.[NH4+].[Cl-].Cl. The catalyst is C1COCC1.CN1C(=O)N(C)CCC1. The product is [CH2:30]([O:25][N:24]=[C:22]([OH:23])[C:21]1[CH:20]=[CH:19][C:18]([C:16]([C:3]2[C:2]([CH3:1])=[CH:11][C:10]3[C:9]([CH3:12])([CH3:13])[CH2:8][CH2:7][C:6]([CH3:15])([CH3:14])[C:5]=3[CH:4]=2)=[O:17])=[CH:27][CH:26]=1)[C:31]1[CH:36]=[CH:35][CH:34]=[CH:33][CH:32]=1. The yield is 0.610. (9) The reactants are I[C:2]1[C:10]2[C:5](=[CH:6][CH:7]=[C:8]([C:11]([NH:13][CH2:14][C:15]3[CH:20]=[CH:19][CH:18]=[CH:17][C:16]=3[CH2:21][N:22]3[CH2:27][CH2:26][O:25][CH2:24][CH2:23]3)=[O:12])[CH:9]=2)[NH:4][N:3]=1.[CH3:28][N:29]1[CH2:34][CH2:33][CH:32]([O:35][C:36]2[CH:41]=[CH:40][C:39](B3OC(C)(C)C(C)(C)O3)=[CH:38][CH:37]=2)[CH2:31][CH2:30]1.C([O-])([O-])=O.[Na+].[Na+].C1(C)C=CC=CC=1. The catalyst is C1C=CC([P]([Pd]([P](C2C=CC=CC=2)(C2C=CC=CC=2)C2C=CC=CC=2)([P](C2C=CC=CC=2)(C2C=CC=CC=2)C2C=CC=CC=2)[P](C2C=CC=CC=2)(C2C=CC=CC=2)C2C=CC=CC=2)(C2C=CC=CC=2)C2C=CC=CC=2)=CC=1.O.CCO. The product is [CH3:28][N:29]1[CH2:34][CH2:33][CH:32]([O:35][C:36]2[CH:41]=[CH:40][C:39]([C:2]3[C:10]4[C:5](=[CH:6][CH:7]=[C:8]([C:11]([NH:13][CH2:14][C:15]5[CH:20]=[CH:19][CH:18]=[CH:17][C:16]=5[CH2:21][N:22]5[CH2:27][CH2:26][O:25][CH2:24][CH2:23]5)=[O:12])[CH:9]=4)[NH:4][N:3]=3)=[CH:38][CH:37]=2)[CH2:31][CH2:30]1. The yield is 0.300. (10) The reactants are [C:1]([O:8]CC)(=[O:7])[C:2](OCC)=O.[O-]CC.[K+].[N+:15]([C:18]1[CH:23]=[CH:22][CH:21]=[C:20]([CH3:24])[C:19]=1C)([O-:17])=[O:16]. The yield is 0.450. The product is [CH3:24][C:20]1[CH:21]=[CH:22][CH:23]=[C:18]([N+:15]([O-:17])=[O:16])[C:19]=1[CH2:2][C:1]([OH:8])=[O:7]. The catalyst is CCOCC.